This data is from M1 muscarinic receptor antagonist screen with 61,756 compounds. The task is: Binary Classification. Given a drug SMILES string, predict its activity (active/inactive) in a high-throughput screening assay against a specified biological target. The compound is S(CC(=O)N1CCN(CC1)c1ccccc1)c1n2c3c(sc2nn1)cccc3. The result is 0 (inactive).